Dataset: Full USPTO retrosynthesis dataset with 1.9M reactions from patents (1976-2016). Task: Predict the reactants needed to synthesize the given product. (1) The reactants are: Br[CH2:2][C:3]1[CH:8]=[CH:7][CH:6]=[C:5]([O:9][CH3:10])[CH:4]=1.[O:11]1[CH:15]=[CH:14][CH:13]=[C:12]1[CH2:16][NH:17][S:18]([C:21]1[CH:29]=[CH:28][C:24]([C:25]([OH:27])=[O:26])=[CH:23][CH:22]=1)(=[O:20])=[O:19]. Given the product [O:11]1[CH:15]=[CH:14][CH:13]=[C:12]1[CH2:16][N:17]([CH2:2][C:3]1[CH:8]=[CH:7][CH:6]=[C:5]([O:9][CH3:10])[CH:4]=1)[S:18]([C:21]1[CH:29]=[CH:28][C:24]([C:25]([OH:27])=[O:26])=[CH:23][CH:22]=1)(=[O:20])=[O:19], predict the reactants needed to synthesize it. (2) Given the product [CH:8]1([CH2:11][C:12](=[O:14])[CH2:28][C:20]([O:21][CH2:22][C:23]2[CH:24]=[CH:35][CH:34]=[CH:33][CH:32]=2)=[O:25])[CH2:9][CH2:10]1, predict the reactants needed to synthesize it. The reactants are: C(N(CC)CC)C.[CH:8]1([CH2:11][C:12]([OH:14])=O)[CH2:10][CH2:9]1.S(Cl)(Cl)=O.C[C:20]1([CH3:28])[O:25][C:24](=O)[CH2:23][C:22](=O)[O:21]1.C(O)=O.[CH2:32](O)[C:33]1C=CC=[CH:35][CH:34]=1.C(=O)([O-])O.[Na+].